Dataset: Reaction yield outcomes from USPTO patents with 853,638 reactions. Task: Predict the reaction yield, written as a fraction of the theoretical maximum amount of product (1.0 means a 100% yield; for example, 0.34 means a 34% yield). (1) The catalyst is O. The yield is 0.620. The product is [CH2:2]([N:4]([CH2:5][CH3:6])[C:7]1([C:16]#[N:17])[CH2:11][CH2:10][CH2:9][CH2:8]1)[CH3:3]. The reactants are Cl.[CH2:2]([NH:4][CH2:5][CH3:6])[CH3:3].[C:7]1(=O)[CH2:11][CH2:10][CH2:9][CH2:8]1.[C-]#N.[K+].[CH3:16][N:17](C)C1(C#N)CCCC1. (2) The reactants are [CH3:1][C:2]1[O:6][N:5]=[C:4]([C:7]2[CH:12]=[CH:11][CH:10]=[CH:9][CH:8]=2)[C:3]=1[C:13]1[N:14]=[C:15]([CH3:18])[NH:16][CH:17]=1.F[C:20]1[CH:25]=[CH:24][C:23]([N+:26]([O-:28])=[O:27])=[CH:22][CH:21]=1. No catalyst specified. The product is [CH3:1][C:2]1[O:6][N:5]=[C:4]([C:7]2[CH:8]=[CH:9][CH:10]=[CH:11][CH:12]=2)[C:3]=1[C:13]1[N:14]=[C:15]([CH3:18])[N:16]([C:20]2[CH:25]=[CH:24][C:23]([N+:26]([O-:28])=[O:27])=[CH:22][CH:21]=2)[CH:17]=1. The yield is 0.360. (3) The product is [C:46](=[O:53])([S:47][CH2:48][CH3:49])[O:50][CH2:51][O:39][C:38](=[O:40])[C@H:25]([CH2:26][CH2:27][CH2:28][CH2:29][NH:30][C:31]([O:33][C:34]([CH3:37])([CH3:36])[CH3:35])=[O:32])[NH:24][C:22](=[O:23])[C@H:9]([CH2:10][CH2:11][CH2:12][CH2:13][NH:14][C:15]([O:17][C:18]([CH3:21])([CH3:20])[CH3:19])=[O:16])[NH:8][C:6]([O:5][C:1]([CH3:2])([CH3:3])[CH3:4])=[O:7]. The yield is 0.910. The catalyst is O.C(Cl)Cl. The reactants are [C:1]([O:5][C:6]([NH:8][C@H:9]([C:22]([NH:24][C@H:25]([C:38]([OH:40])=[O:39])[CH2:26][CH2:27][CH2:28][CH2:29][NH:30][C:31]([O:33][C:34]([CH3:37])([CH3:36])[CH3:35])=[O:32])=[O:23])[CH2:10][CH2:11][CH2:12][CH2:13][NH:14][C:15]([O:17][C:18]([CH3:21])([CH3:20])[CH3:19])=[O:16])=[O:7])([CH3:4])([CH3:3])[CH3:2].C([O-])(O)=O.[Na+].[C:46](=[O:53])([O:50][CH2:51]I)[S:47][CH2:48][CH3:49].